Dataset: Full USPTO retrosynthesis dataset with 1.9M reactions from patents (1976-2016). Task: Predict the reactants needed to synthesize the given product. Given the product [Br:1][C:2]1[C:3]2[S:11][C:10]3[CH:12]=[CH:13][C:14]([Cl:16])=[CH:15][C:9]=3[C:4]=2[C:5]([Cl:19])=[N:6][CH:7]=1, predict the reactants needed to synthesize it. The reactants are: [Br:1][C:2]1[C:3]2[S:11][C:10]3[CH:12]=[CH:13][C:14]([Cl:16])=[CH:15][C:9]=3[C:4]=2[C:5](O)=[N:6][CH:7]=1.O=P(Cl)(Cl)[Cl:19].